Dataset: Forward reaction prediction with 1.9M reactions from USPTO patents (1976-2016). Task: Predict the product of the given reaction. (1) Given the reactants ClC1C=C(C=CC=1)C(OO)=[O:6].[CH3:12][O:13][C:14]1[CH:19]=[CH:18][N:17]=[C:16]([C:20]2[CH:21]=[N:22][C:23]([N:26]3[C:34]4[C:29](=[CH:30][CH:31]=[C:32]([C:35]([N:37]5[CH2:42][CH2:41][O:40][CH2:39][CH2:38]5)=[O:36])[CH:33]=4)[C:28]([S:43][CH3:44])=[CH:27]3)=[N:24][CH:25]=2)[CH:15]=1, predict the reaction product. The product is: [CH3:12][O:13][C:14]1[CH:19]=[CH:18][N:17]=[C:16]([C:20]2[CH:21]=[N:22][C:23]([N:26]3[C:34]4[C:29](=[CH:30][CH:31]=[C:32]([C:35]([N:37]5[CH2:42][CH2:41][O:40][CH2:39][CH2:38]5)=[O:36])[CH:33]=4)[C:28]([S:43]([CH3:44])=[O:6])=[CH:27]3)=[N:24][CH:25]=2)[CH:15]=1. (2) Given the reactants [CH2:1]1[CH2:6][C@H:5]([C:7]([OH:9])=[O:8])[CH2:4][CH2:3][C@H:2]1[CH2:10][NH2:11].[C:12]([O:15][CH:16]([O:20][C:21](ON1C(=O)CCC1=O)=[O:22])[CH:17]([CH3:19])[CH3:18])(=[O:14])[CH3:13], predict the reaction product. The product is: [C:12]([O:15][CH:16]([O:20][C:21]([NH:11][CH2:10][C@H:2]1[CH2:3][CH2:4][C@H:5]([C:7]([OH:9])=[O:8])[CH2:6][CH2:1]1)=[O:22])[CH:17]([CH3:19])[CH3:18])(=[O:14])[CH3:13]. (3) Given the reactants [Br:1][C:2]1[CH:3]=[N:4][CH:5]=[CH:6][C:7]=1[CH:8]=[CH:9][CH2:10]CCC.BrC1C=NC=CC=1C=O, predict the reaction product. The product is: [Br:1][C:2]1[CH:3]=[N:4][CH:5]=[CH:6][C:7]=1[CH:8]=[CH:9][CH3:10].